Task: Binary Classification. Given a drug SMILES string, predict its activity (active/inactive) in a high-throughput screening assay against a specified biological target.. Dataset: HIV replication inhibition screening data with 41,000+ compounds from the AIDS Antiviral Screen (1) The molecule is COc1ccc(Cc2nnc(Nc3ccc(Br)cc3)nc2O)cc1OC. The result is 0 (inactive). (2) The molecule is CC(=O)Nc1ccccc1NC1CC(C)N(c2ccccc2)N1C(C)=O. The result is 0 (inactive). (3) The molecule is Cc1cccc(C)c1NC(=O)C(=O)C(C(=O)c1ccccc1-c1ccccc1)C1OC(=O)c2ccccc21. The result is 0 (inactive). (4) The result is 0 (inactive). The drug is COC(=O)c1ccc(CSc2ccc(OC)cc2)cc1. (5) The molecule is COc1ccc2c(c1OC)C1N(C)CCc3cc4c(cc3C1(OC)C2=O)OCO4. The result is 0 (inactive). (6) The molecule is Cc1n2[nH]c(=N)sc2n[n+]1Cc1ccccc1.[Br-]. The result is 0 (inactive).